Predict which catalyst facilitates the given reaction. From a dataset of Catalyst prediction with 721,799 reactions and 888 catalyst types from USPTO. Reactant: [CH3:1][C:2]1([CH3:23])[S:6][C:5](=[O:7])[N:4]([CH2:8][C:9]2[CH:14]=[CH:13][CH:12]=[CH:11][C:10]=2[NH:15][S:16]([C:19]([F:22])([F:21])[F:20])(=[O:18])=[O:17])[CH2:3]1.C(=O)(O)[O-].[Na+].Cl[C:30]([O:32][CH2:33][CH:34]([CH3:36])[CH3:35])=[O:31]. Product: [CH2:33]([O:32][C:30]([N:15]([C:10]1[CH:11]=[CH:12][CH:13]=[CH:14][C:9]=1[CH2:8][N:4]1[CH2:3][C:2]([CH3:23])([CH3:1])[S:6][C:5]1=[O:7])[S:16]([C:19]([F:22])([F:20])[F:21])(=[O:18])=[O:17])=[O:31])[CH:34]([CH3:36])[CH3:35]. The catalyst class is: 10.